From a dataset of Full USPTO retrosynthesis dataset with 1.9M reactions from patents (1976-2016). Predict the reactants needed to synthesize the given product. (1) Given the product [CH:11]([O:10][C:8]([N:5]1[CH2:4][CH2:3][CH:2]([O:1][C:19]2[C:20]([O:21][CH3:22])=[C:15]([Cl:14])[N:16]=[CH:17][N:18]=2)[CH2:7][CH2:6]1)=[O:9])([CH3:13])[CH3:12], predict the reactants needed to synthesize it. The reactants are: [OH:1][CH:2]1[CH2:7][CH2:6][N:5]([C:8]([O:10][CH:11]([CH3:13])[CH3:12])=[O:9])[CH2:4][CH2:3]1.[Cl:14][C:15]1[C:20]([O:21][CH3:22])=[C:19](Cl)[N:18]=[CH:17][N:16]=1.CC([O-])(C)C.[K+]. (2) Given the product [CH:22]1([CH:25]([C:15]2[C:14]([F:13])=[CH:19][N:18]=[C:17]([O:20][CH3:21])[CH:16]=2)[OH:26])[CH2:24][CH2:23]1, predict the reactants needed to synthesize it. The reactants are: C([Li])CCC.C(NC(C)C)(C)C.[F:13][C:14]1[CH:15]=[CH:16][C:17]([O:20][CH3:21])=[N:18][CH:19]=1.[CH:22]1([CH:25]=[O:26])[CH2:24][CH2:23]1.[Cl-].[NH4+]. (3) Given the product [CH2:1]([N:3]([CH2:31][C:32]1[CH:37]=[CH:36][C:35]([O:38][CH2:41][CH2:42][N:44]([CH2:46][CH2:47][CH2:48][O:49][CH3:50])[CH3:45])=[CH:34][CH:33]=1)[C:4]1[CH:9]=[C:8]([O:10][CH3:11])[C:7]([O:12][CH3:13])=[CH:6][C:5]=1[C@@H:14]1[CH2:15][CH2:16][C:17]2[CH:18]=[C:19]([OH:24])[CH:20]=[CH:21][C:22]=2[CH2:23]1)[CH3:2], predict the reactants needed to synthesize it. The reactants are: [CH2:1]([N:3]([C:31](=O)[C:32]1[CH:37]=[CH:36][C:35]([OH:38])=[CH:34][CH:33]=1)[C:4]1[CH:9]=[C:8]([O:10][CH3:11])[C:7]([O:12][CH3:13])=[CH:6][C:5]=1[C@@H:14]1[CH2:23][CH2:22][C:21]2[CH:20]=[C:19]([O:24]C(=O)C(C)(C)C)[CH:18]=[CH:17][C:16]=2[CH2:15]1)[CH3:2].Cl[CH2:41][C:42]([N:44]([CH2:46][CH2:47][CH2:48][O:49][CH3:50])[CH3:45])=O. (4) The reactants are: [C:1]1([CH3:22])[CH:6]=[CH:5][C:4]([NH:7][S:8]([C:11]2[CH:12]=[C:13]([CH:17]=[CH:18][C:19](O)=[O:20])[CH:14]=[CH:15][CH:16]=2)(=[O:10])=[O:9])=[CH:3][CH:2]=1.C(Cl)(=O)C([Cl:26])=O. Given the product [C:1]1([CH3:22])[CH:6]=[CH:5][C:4]([NH:7][S:8]([C:11]2[CH:12]=[C:13]([CH:17]=[CH:18][C:19]([Cl:26])=[O:20])[CH:14]=[CH:15][CH:16]=2)(=[O:10])=[O:9])=[CH:3][CH:2]=1, predict the reactants needed to synthesize it. (5) Given the product [CH3:12][O:13][CH:14]([O:17][CH3:18])[CH2:15][S:10][C:2]1[NH:7][C:6](=[O:8])[NH:5][C:4](=[O:9])[CH:3]=1, predict the reactants needed to synthesize it. The reactants are: Cl[C:2]1[NH:7][C:6](=[O:8])[NH:5][C:4](=[O:9])[CH:3]=1.[SH2:10].[Na].[CH3:12][O:13][CH:14]([O:17][CH3:18])[CH2:15]Br. (6) Given the product [CH2:1]([N:5]1[C:9]([CH2:10][Cl:21])=[C:8]([C:12]2[CH:17]=[CH:16][CH:15]=[CH:14][CH:13]=2)[N:7]=[C:6]1[I:18])[CH2:2][CH2:3][CH3:4], predict the reactants needed to synthesize it. The reactants are: [CH2:1]([N:5]1[C:9]([CH2:10]O)=[C:8]([C:12]2[CH:17]=[CH:16][CH:15]=[CH:14][CH:13]=2)[N:7]=[C:6]1[I:18])[CH2:2][CH2:3][CH3:4].S(Cl)([Cl:21])=O.C(N)C1C=CC2OCOC=2C=1.C(=O)([O-])[O-].[K+].[K+]. (7) Given the product [ClH:1].[Cl:18][C:19]1[CH:20]=[C:21]([C:25]2[CH2:30][CH2:29][N:28]([CH2:2][CH2:3][CH2:4][CH2:5][C:6]3([CH2:16][CH3:17])[C:14]4[C:9](=[CH:10][CH:11]=[CH:12][CH:13]=4)[NH:8][C:7]3=[O:15])[CH2:27][CH:26]=2)[CH:22]=[CH:23][CH:24]=1, predict the reactants needed to synthesize it. The reactants are: [Cl:1][CH2:2][CH2:3][CH2:4][CH2:5][C:6]1([CH2:16][CH3:17])[C:14]2[C:9](=[CH:10][CH:11]=[CH:12][CH:13]=2)[NH:8][C:7]1=[O:15].[Cl:18][C:19]1[CH:20]=[C:21]([C:25]2[CH2:26][CH2:27][NH:28][CH2:29][CH:30]=2)[CH:22]=[CH:23][CH:24]=1.